Predict the reactants needed to synthesize the given product. From a dataset of Full USPTO retrosynthesis dataset with 1.9M reactions from patents (1976-2016). (1) Given the product [ClH:29].[NH2:7][CH2:8][CH2:9][O:10][C:11]1[CH:16]=[CH:15][C:14]([O:17][CH2:18][C:19]2[CH:20]=[CH:21][CH:22]=[CH:23][CH:24]=2)=[C:13]([CH:12]=1)[C:25]([NH2:26])=[O:27], predict the reactants needed to synthesize it. The reactants are: C(OC(=O)[NH:7][CH2:8][CH2:9][O:10][C:11]1[CH:16]=[CH:15][C:14]([O:17][CH2:18][C:19]2[CH:24]=[CH:23][CH:22]=[CH:21][CH:20]=2)=[C:13]([C:25](=[O:27])[NH2:26])[CH:12]=1)(C)(C)C.[ClH:29]. (2) Given the product [Br:1][C:2]1[CH:3]=[C:4]([CH:11]=[C:12]([Br:14])[CH:13]=1)[O:5][CH2:6][CH2:7][CH2:8][CH2:9][NH:10][C:15](=[O:16])[O:17][C:18]([CH3:21])([CH3:20])[CH3:19], predict the reactants needed to synthesize it. The reactants are: [Br:1][C:2]1[CH:3]=[C:4]([CH:11]=[C:12]([Br:14])[CH:13]=1)[O:5][CH2:6][CH2:7][CH2:8][CH2:9][NH2:10].[C:15](O[C:15]([O:17][C:18]([CH3:21])([CH3:20])[CH3:19])=[O:16])([O:17][C:18]([CH3:21])([CH3:20])[CH3:19])=[O:16]. (3) Given the product [C:19]([C:17]1[CH:16]=[CH:15][C:14]([O:23][CH3:24])=[C:13]([B:25]([OH:30])[OH:26])[CH:18]=1)([CH3:22])([CH3:21])[CH3:20], predict the reactants needed to synthesize it. The reactants are: C([Li])CCC.CCCCCC.Br[C:13]1[CH:18]=[C:17]([C:19]([CH3:22])([CH3:21])[CH3:20])[CH:16]=[CH:15][C:14]=1[O:23][CH3:24].[B:25](OC(C)C)([O:30]C(C)C)[O:26]C(C)C. (4) Given the product [C:1]([C:3]1[CH:4]=[CH:5][C:6]([NH:9][C:10]([N:12]2[C:21]3[C:16](=[CH:17][C:18]([CH2:27][N:30]([CH3:31])[CH3:29])=[C:19]([CH:22]([O:23][CH3:24])[O:25][CH3:26])[N:20]=3)[CH2:15][CH2:14][CH2:13]2)=[O:11])=[N:7][CH:8]=1)#[N:2], predict the reactants needed to synthesize it. The reactants are: [C:1]([C:3]1[CH:4]=[CH:5][C:6]([NH:9][C:10]([N:12]2[C:21]3[C:16](=[CH:17][C:18]([CH:27]=O)=[C:19]([CH:22]([O:25][CH3:26])[O:23][CH3:24])[N:20]=3)[CH2:15][CH2:14][CH2:13]2)=[O:11])=[N:7][CH:8]=1)#[N:2].[CH3:29][NH:30][CH3:31].C(O[BH-](OC(=O)C)OC(=O)C)(=O)C.[Na+].C([O-])(O)=O.[Na+]. (5) Given the product [CH3:35][S:32]([O:30][CH:3]1[C:2]([Cl:1])([Cl:31])[C@H:6]([O:7][Si:8]([CH:9]([CH3:10])[CH3:11])([CH:12]([CH3:13])[CH3:14])[CH:15]([CH3:16])[CH3:17])[C@@H:5]([CH2:18][O:19][Si:20]([CH:21]([CH3:23])[CH3:22])([CH:24]([CH3:26])[CH3:25])[CH:27]([CH3:29])[CH3:28])[O:4]1)(=[O:34])=[O:33], predict the reactants needed to synthesize it. The reactants are: [Cl:1][C:2]1([Cl:31])[C@H:6]([O:7][Si:8]([CH:15]([CH3:17])[CH3:16])([CH:12]([CH3:14])[CH3:13])[CH:9]([CH3:11])[CH3:10])[C@@H:5]([CH2:18][O:19][Si:20]([CH:27]([CH3:29])[CH3:28])([CH:24]([CH3:26])[CH3:25])[CH:21]([CH3:23])[CH3:22])[O:4][CH:3]1[OH:30].[S:32](Cl)([CH3:35])(=[O:34])=[O:33].C1(C)C=CC=CC=1. (6) Given the product [C:22]([C:2]1[CH:7]=[CH:6][C:5]([C:8]2([OH:21])[CH2:13][CH2:12][N:11]([C:14]([O:16][C:17]([CH3:20])([CH3:19])[CH3:18])=[O:15])[CH2:10][CH2:9]2)=[CH:4][CH:3]=1)#[N:23], predict the reactants needed to synthesize it. The reactants are: Br[C:2]1[CH:7]=[CH:6][C:5]([C:8]2([OH:21])[CH2:13][CH2:12][N:11]([C:14]([O:16][C:17]([CH3:20])([CH3:19])[CH3:18])=[O:15])[CH2:10][CH2:9]2)=[CH:4][CH:3]=1.[CH3:22][N:23](C=O)C.